Dataset: Forward reaction prediction with 1.9M reactions from USPTO patents (1976-2016). Task: Predict the product of the given reaction. Given the reactants [NH2:1][C:2]1[C:7](Br)=[N:6][C:5]([S:9][CH3:10])=[CH:4][N:3]=1.[CH2:11]([OH:14])[C:12]#[CH:13].C(N(CC)CC)C.O, predict the reaction product. The product is: [NH2:1][C:2]1[C:7]([C:13]#[C:12][CH2:11][OH:14])=[N:6][C:5]([S:9][CH3:10])=[CH:4][N:3]=1.